Dataset: Full USPTO retrosynthesis dataset with 1.9M reactions from patents (1976-2016). Task: Predict the reactants needed to synthesize the given product. Given the product [F:20][C:21]1[CH:28]=[CH:27][C:24]([CH2:25][NH:26][C:15]([C:3]2[N:4]=[C:5]3[N:11]([CH2:12][CH2:13][OH:14])[CH2:10][CH2:9][N:6]3[C:7](=[O:8])[C:2]=2[OH:1])=[O:17])=[CH:23][CH:22]=1, predict the reactants needed to synthesize it. The reactants are: [OH:1][C:2]1[C:7](=[O:8])[N:6]2[CH2:9][CH2:10][N:11]([CH2:12][CH2:13][OH:14])[C:5]2=[N:4][C:3]=1[C:15]([O:17]CC)=O.[F:20][C:21]1[CH:28]=[CH:27][C:24]([CH2:25][NH2:26])=[CH:23][CH:22]=1.